Dataset: Peptide-MHC class I binding affinity with 185,985 pairs from IEDB/IMGT. Task: Regression. Given a peptide amino acid sequence and an MHC pseudo amino acid sequence, predict their binding affinity value. This is MHC class I binding data. The peptide sequence is SDSVCACGL. The MHC is HLA-B45:01 with pseudo-sequence HLA-B45:01. The binding affinity (normalized) is 0.143.